From a dataset of Forward reaction prediction with 1.9M reactions from USPTO patents (1976-2016). Predict the product of the given reaction. Given the reactants Cl[C:2]1[CH:11]=[CH:10][C:9]2[C:4](=[CH:5][CH:6]=[C:7]([N+:12]([O-:14])=[O:13])[CH:8]=2)[N:3]=1.[O:15]1[C:19]2[CH:20]=[CH:21][CH:22]=[CH:23][C:18]=2[CH:17]([NH2:24])[CH2:16]1, predict the reaction product. The product is: [O:15]1[C:19]2[CH:20]=[CH:21][CH:22]=[CH:23][C:18]=2[CH:17]([NH:24][C:2]2[CH:11]=[CH:10][C:9]3[C:4](=[CH:5][CH:6]=[C:7]([N+:12]([O-:14])=[O:13])[CH:8]=3)[N:3]=2)[CH2:16]1.